Dataset: Full USPTO retrosynthesis dataset with 1.9M reactions from patents (1976-2016). Task: Predict the reactants needed to synthesize the given product. Given the product [Br:1][C:2]1[N:3]=[CH:4][C:5]([O:9][C:10]2[CH:11]=[C:12]([CH:18]=[CH:19][CH:20]=2)[C:13]([OH:15])=[O:14])=[CH:6][CH:7]=1, predict the reactants needed to synthesize it. The reactants are: [Br:1][C:2]1[CH:7]=[CH:6][C:5](F)=[CH:4][N:3]=1.[OH:9][C:10]1[CH:11]=[C:12]([CH:18]=[CH:19][CH:20]=1)[C:13]([O:15]CC)=[O:14].